This data is from Catalyst prediction with 721,799 reactions and 888 catalyst types from USPTO. The task is: Predict which catalyst facilitates the given reaction. Reactant: [H-].[Al+3].[Li+].[H-].[H-].[H-].[OH:7][C:8]1[CH:13]=[CH:12][C:11]([C:14]([CH3:18])([CH3:17])[C:15]#[N:16])=[CH:10][CH:9]=1.[C:19](O[C:19]([O:21][C:22]([CH3:25])([CH3:24])[CH3:23])=[O:20])([O:21][C:22]([CH3:25])([CH3:24])[CH3:23])=[O:20]. Product: [C:22]([O:21][C:19](=[O:20])[NH:16][CH2:15][C:14]([C:11]1[CH:10]=[CH:9][C:8]([OH:7])=[CH:13][CH:12]=1)([CH3:18])[CH3:17])([CH3:25])([CH3:24])[CH3:23]. The catalyst class is: 7.